Dataset: Forward reaction prediction with 1.9M reactions from USPTO patents (1976-2016). Task: Predict the product of the given reaction. (1) Given the reactants [N+:1]([C:4]1[CH:17]=[CH:16][C:7]2[CH2:8][CH2:9][N:10]([C:13](=[O:15])[CH3:14])[CH2:11][CH2:12][C:6]=2[CH:5]=1)([O-])=O, predict the reaction product. The product is: [NH2:1][C:4]1[CH:17]=[CH:16][C:7]2[CH2:8][CH2:9][N:10]([C:13](=[O:15])[CH3:14])[CH2:11][CH2:12][C:6]=2[CH:5]=1. (2) The product is: [C:1]1([S:7]([CH:24]2[CH2:23][CH2:22][CH2:21][C@@H:20]([CH2:19][O:18][C:17]3[CH:16]=[CH:15][C:14]([F:13])=[CH:28][CH:27]=3)[O:25]2)(=[O:9])=[O:8])[CH:6]=[CH:5][CH:4]=[CH:3][CH:2]=1. Given the reactants [C:1]1([S:7]([OH:9])=[O:8])[CH:6]=[CH:5][CH:4]=[CH:3][CH:2]=1.[Cl-].[Ca+2].[Cl-].[F:13][C:14]1[CH:28]=[CH:27][C:17]([O:18][CH2:19][C@H:20]2[O:25][CH:24](O)[CH2:23][CH2:22][CH2:21]2)=[CH:16][CH:15]=1, predict the reaction product. (3) Given the reactants Br[C:2]1[CH:7]=[CH:6][C:5]([S:8]([CH2:11][CH2:12][OH:13])(=[O:10])=[O:9])=[CH:4][CH:3]=1.B1(B2OCC(C)(C)CO2)OCC(C)(C)CO1.C([O-])(=O)C.[K+].C(Cl)Cl.C(=O)([O-])O.[Na+].Cl[C:44]1[N:49]=[CH:48][C:47]([O:50][CH2:51][CH:52]2[CH2:57][CH2:56][N:55]([C:58]([O:60][C:61]([CH3:64])([CH3:63])[CH3:62])=[O:59])[CH2:54][CH2:53]2)=[CH:46][CH:45]=1, predict the reaction product. The product is: [OH:13][CH2:12][CH2:11][S:8]([C:5]1[CH:6]=[CH:7][C:2]([C:44]2[N:49]=[CH:48][C:47]([O:50][CH2:51][CH:52]3[CH2:53][CH2:54][N:55]([C:58]([O:60][C:61]([CH3:64])([CH3:63])[CH3:62])=[O:59])[CH2:56][CH2:57]3)=[CH:46][CH:45]=2)=[CH:3][CH:4]=1)(=[O:10])=[O:9]. (4) Given the reactants [O:1]=[S:2]1(=[O:47])[CH2:7][CH2:6][N:5]([CH2:8][C:9]2[CH:14]=[CH:13][C:12]([NH:15][C:16]([C:18]3[CH:23]=[CH:22][C:21]([C:24]4[CH:29]=[CH:28][C:27]([C:30]5[N:31]=[C:32]([C@@H:35]6[CH2:39][CH2:38][CH2:37][N:36]6C(OC(C)(C)C)=O)[NH:33][CH:34]=5)=[CH:26][CH:25]=4)=[CH:20][CH:19]=3)=[O:17])=[CH:11][CH:10]=2)[CH2:4][CH2:3]1.Cl.[OH-].[Na+], predict the reaction product. The product is: [O:47]=[S:2]1(=[O:1])[CH2:7][CH2:6][N:5]([CH2:8][C:9]2[CH:10]=[CH:11][C:12]([NH:15][C:16](=[O:17])[C:18]3[CH:19]=[CH:20][C:21]([C:24]4[CH:25]=[CH:26][C:27]([C:30]5[NH:31][C:32]([C@@H:35]6[CH2:39][CH2:38][CH2:37][NH:36]6)=[N:33][CH:34]=5)=[CH:28][CH:29]=4)=[CH:22][CH:23]=3)=[CH:13][CH:14]=2)[CH2:4][CH2:3]1.